From a dataset of Full USPTO retrosynthesis dataset with 1.9M reactions from patents (1976-2016). Predict the reactants needed to synthesize the given product. (1) Given the product [F:1][C:2]1[CH:7]=[C:6]([C:12]2[N:11]([CH3:10])[C:15]3[CH:16]=[CH:17][CH:18]=[CH:19][C:14]=3[N:13]=2)[C:5]([CH3:9])=[CH:4][N:3]=1, predict the reactants needed to synthesize it. The reactants are: [F:1][C:2]1[CH:7]=[C:6](I)[C:5]([CH3:9])=[CH:4][N:3]=1.[CH3:10][N:11]1[C:15]2[CH:16]=[CH:17][CH:18]=[CH:19][C:14]=2[N:13]=[CH:12]1.C1(P(C2C=CC=CC=2)C2C=CC=CC=2)C=CC=CC=1.C(=O)([O-])[O-].[Na+].[Na+].C(N)CN. (2) Given the product [CH:23]1([CH2:22][N:15]2[CH2:16][C:17](=[O:18])[N:13]([C:11]3[CH:10]=[N:9][N:8]([CH2:7][C:6]4[C:2]([CH3:1])=[N:3][O:4][C:5]=4[CH3:20])[CH:12]=3)[C:14]2=[O:19])[CH2:28][CH2:27][CH2:26][CH2:25][CH2:24]1, predict the reactants needed to synthesize it. The reactants are: [CH3:1][C:2]1[C:6]([CH2:7][N:8]2[CH:12]=[C:11]([N:13]3[C:17](=[O:18])[CH2:16][NH:15][C:14]3=[O:19])[CH:10]=[N:9]2)=[C:5]([CH3:20])[O:4][N:3]=1.Br[CH2:22][CH:23]1[CH2:28][CH2:27][CH2:26][CH2:25][CH2:24]1. (3) Given the product [Cl:34][C:30]1[CH:31]=[C:32]([F:33])[C:27]([NH:26][C:20]2[C:19]3[C:24](=[CH:25][C:16]([O:15][CH2:14][CH:11]4[CH2:12][CH2:13][NH:8][CH2:9][CH2:10]4)=[C:17]([O:36][CH3:37])[CH:18]=3)[N:23]=[CH:22][N:21]=2)=[C:28]([F:35])[CH:29]=1, predict the reactants needed to synthesize it. The reactants are: C(OC([N:8]1[CH2:13][CH2:12][CH:11]([CH2:14][O:15][C:16]2[CH:25]=[C:24]3[C:19]([C:20]([NH:26][C:27]4[C:32]([F:33])=[CH:31][C:30]([Cl:34])=[CH:29][C:28]=4[F:35])=[N:21][CH:22]=[N:23]3)=[CH:18][C:17]=2[O:36][CH3:37])[CH2:10][CH2:9]1)=O)(C)(C)C.C(O)(C(F)(F)F)=O.